This data is from Forward reaction prediction with 1.9M reactions from USPTO patents (1976-2016). The task is: Predict the product of the given reaction. (1) Given the reactants [NH2:1][C:2]1[N:7]=[CH:6][C:5]([N+:8]([O-:10])=[O:9])=[CH:4][N:3]=1.Br[C:12]1[CH:17]=[CH:16][C:15]([S:18]([NH:21][CH2:22][CH2:23][N:24]2[CH2:28][CH2:27][CH2:26][CH2:25]2)(=[O:20])=[O:19])=[CH:14][CH:13]=1.CC1(C)C2C(=C(P(C3C=CC=CC=3)C3C=CC=CC=3)C=CC=2)OC2C(P(C3C=CC=CC=3)C3C=CC=CC=3)=CC=CC1=2.CC(C)([O-])C.[K+], predict the reaction product. The product is: [N+:8]([C:5]1[CH:4]=[N:3][C:2]([NH:1][C:12]2[CH:17]=[CH:16][C:15]([S:18]([NH:21][CH2:22][CH2:23][N:24]3[CH2:25][CH2:26][CH2:27][CH2:28]3)(=[O:20])=[O:19])=[CH:14][CH:13]=2)=[N:7][CH:6]=1)([O-:10])=[O:9]. (2) Given the reactants Cl.[NH2:2][CH2:3][CH:4]([C:10]1[C:19]2[C:14](=[CH:15][CH:16]=[C:17]([O:20][CH3:21])[CH:18]=2)[CH:13]=[CH:12][CH:11]=1)[CH2:5][NH:6][C:7](=[O:9])[CH3:8].[C:22](Cl)(=[O:25])[CH2:23][CH3:24], predict the reaction product. The product is: [C:7]([NH:6][CH2:5][CH:4]([C:10]1[C:19]2[C:14](=[CH:15][CH:16]=[C:17]([O:20][CH3:21])[CH:18]=2)[CH:13]=[CH:12][CH:11]=1)[CH2:3][NH:2][C:22](=[O:25])[CH2:23][CH3:24])(=[O:9])[CH3:8].